From a dataset of Reaction yield outcomes from USPTO patents with 853,638 reactions. Predict the reaction yield, written as a fraction of the theoretical maximum amount of product (1.0 means a 100% yield; for example, 0.34 means a 34% yield). The reactants are C(O)(=O)COCCOCC(O)=O.C(Cl)(=O)C(Cl)=O.N[C:20]1[C:33]2[C:34]3=[C:35]4[C:30](=[CH:31][CH:32]=2)[CH:29]=[CH:28][CH:27]=[C:26]4[CH:25]=[CH:24][C:23]3=[CH:22][CH:21]=1.C(N(CC)CC)C. The catalyst is ClCCl.CN(C=O)C. The product is [CH:27]1[C:26]2[C:35]3=[C:34]4[C:23](=[CH:24][CH:25]=2)[CH:22]=[CH:21][CH:20]=[C:33]4[CH:32]=[CH:31][C:30]3=[CH:29][CH:28]=1. The yield is 0.650.